From a dataset of Peptide-MHC class I binding affinity with 185,985 pairs from IEDB/IMGT. Regression. Given a peptide amino acid sequence and an MHC pseudo amino acid sequence, predict their binding affinity value. This is MHC class I binding data. The peptide sequence is KSSLEVYIY. The MHC is HLA-A80:01 with pseudo-sequence HLA-A80:01. The binding affinity (normalized) is 0.508.